From a dataset of Forward reaction prediction with 1.9M reactions from USPTO patents (1976-2016). Predict the product of the given reaction. (1) Given the reactants Br[CH2:2][C:3]1[S:11][C:10]2[C:9]([N:12]3[CH2:17][CH2:16][O:15][CH2:14][CH2:13]3)=[N:8][C:7]([Cl:18])=[N:6][C:5]=2[CH:4]=1.C([O-])([O-])=O.[K+].[K+].[C:25]1(=[O:35])[NH:29][C:28](=[O:30])[C:27]2=[CH:31][CH:32]=[CH:33][CH:34]=[C:26]12, predict the reaction product. The product is: [Cl:18][C:7]1[N:8]=[C:9]([N:12]2[CH2:17][CH2:16][O:15][CH2:14][CH2:13]2)[C:10]2[S:11][C:3]([CH2:2][N:29]3[C:25](=[O:35])[C:26]4[C:27](=[CH:31][CH:32]=[CH:33][CH:34]=4)[C:28]3=[O:30])=[CH:4][C:5]=2[N:6]=1. (2) Given the reactants [NH2:1][C:2]1[C:3]([O:24][CH2:25][O:26][CH3:27])=[CH:4][C:5]2[O:10][C:9]([CH3:12])([CH3:11])[C@@H:8]([OH:13])[C@H:7]([NH:14][CH2:15][CH2:16][C:17]3[CH:22]=[CH:21][CH:20]=[CH:19][CH:18]=3)[C:6]=2[CH:23]=1.Cl.O1CCOCC1.[Cl:35][CH2:36][C:37](Cl)=[O:38].C(=O)([O-])O.[Na+], predict the reaction product. The product is: [Cl:35][CH2:36][C:37]([NH:1][C:2]1[C:3]([O:24][CH2:25][O:26][CH3:27])=[CH:4][C:5]2[O:10][C:9]([CH3:12])([CH3:11])[C@@H:8]([OH:13])[C@H:7]([NH:14][CH2:15][CH2:16][C:17]3[CH:18]=[CH:19][CH:20]=[CH:21][CH:22]=3)[C:6]=2[CH:23]=1)=[O:38]. (3) Given the reactants [C:6](O[C:6](=[O:9])[CH2:7][CH3:8])(=[O:9])[CH2:7][CH3:8].S(=O)(=O)(O)O.[Br:15][C:16]1[C:22]([C:23]2[C:27]([Cl:28])=[C:26]([C:29]([F:32])([F:31])[F:30])[S:25][N:24]=2)=[C:21]([Cl:33])[CH:20]=[C:19]([Cl:34])[C:17]=1[NH2:18], predict the reaction product. The product is: [Br:15][C:16]1[C:22]([C:23]2[C:27]([Cl:28])=[C:26]([C:29]([F:31])([F:30])[F:32])[S:25][N:24]=2)=[C:21]([Cl:33])[CH:20]=[C:19]([Cl:34])[C:17]=1[NH:18][C:6](=[O:9])[CH2:7][CH3:8]. (4) Given the reactants [CH3:1][C:2]([C:4]1[CH:5]=[CH:6][CH:7]=[C:8]([OH:10])[CH:9]=1)=O.Cl.[CH3:12][NH:13][CH3:14].[O-]S([O-])(=O)=O.[Mg+2].[BH3-]C#N.[Na+].Cl, predict the reaction product. The product is: [CH3:12][N:13]([CH3:14])[CH:2]([C:4]1[CH:9]=[C:8]([OH:10])[CH:7]=[CH:6][CH:5]=1)[CH3:1]. (5) Given the reactants [C:1]([O:5][C:6](=[O:26])[NH:7][CH:8]([C:18]1[CH:23]=[CH:22][C:21]([Cl:24])=[C:20]([Cl:25])[CH:19]=1)[C:9]([C:11]1[CH:16]=[CH:15][C:14](I)=[CH:13][CH:12]=1)=[O:10])([CH3:4])([CH3:3])[CH3:2].[NH2:27][C:28]([C:30]1[CH:31]=[C:32](B(O)O)[CH:33]=[CH:34][CH:35]=1)=[O:29], predict the reaction product. The product is: [C:1]([O:5][C:6](=[O:26])[NH:7][CH:8]([C:18]1[CH:23]=[CH:22][C:21]([Cl:24])=[C:20]([Cl:25])[CH:19]=1)[C:9]([C:11]1[CH:16]=[CH:15][C:14]([C:34]2[CH:33]=[CH:32][CH:31]=[C:30]([C:28](=[O:29])[NH2:27])[CH:35]=2)=[CH:13][CH:12]=1)=[O:10])([CH3:4])([CH3:3])[CH3:2]. (6) The product is: [F:39][C:23]1[C:24]([NH:26][C:27]2[CH:28]=[CH:29][CH:30]=[C:31]3[C:36]=2[C:35](=[O:37])[N:34]([CH3:38])[CH2:33][CH2:32]3)=[CH:25][C:20]([NH:9][C:10]2[CH:11]=[N:12][N:13]([CH2:15][C:16]([OH:18])=[O:17])[CH:14]=2)=[N:21][CH:22]=1. Given the reactants CC(C)([O-])C.[Na+].Cl.Cl.[NH2:9][C:10]1[CH:11]=[N:12][N:13]([CH2:15][C:16]([OH:18])=[O:17])[CH:14]=1.Cl[C:20]1[CH:25]=[C:24]([NH:26][C:27]2[CH:28]=[CH:29][CH:30]=[C:31]3[C:36]=2[C:35](=[O:37])[N:34]([CH3:38])[CH2:33][CH2:32]3)[C:23]([F:39])=[CH:22][N:21]=1.CC1(C)C2C=CC=C(P(C3C=CC=CC=3)C3C=CC=CC=3)C=2OC2C1=CC=CC=2P(C1C=CC=CC=1)C1C=CC=CC=1, predict the reaction product. (7) Given the reactants [CH3:1][C:2]1[C:3](=[O:10])[C:4]([CH3:9])=[CH:5][C:6](=[O:8])[CH:7]=1.Cl.[C:12]([O:15][CH2:16][CH3:17])(=[O:14])[CH3:13], predict the reaction product. The product is: [OH:8][C:6]1([CH2:13][C:12]([O:15][CH2:16][CH3:17])=[O:14])[CH:7]=[C:2]([CH3:1])[C:3](=[O:10])[C:4]([CH3:9])=[CH:5]1.